From a dataset of Full USPTO retrosynthesis dataset with 1.9M reactions from patents (1976-2016). Predict the reactants needed to synthesize the given product. The reactants are: [CH2:1]([N:3]1[CH:7]=[C:6]([N:8]2[C:20]3[C:19]4[CH:18]=[C:17]([C:21]5[CH:22]=[N:23][C:24]([CH2:27][OH:28])=[CH:25][CH:26]=5)[CH:16]=[CH:15][C:14]=4[N:13]=[CH:12][C:11]=3[N:10]([CH3:29])[C:9]2=[O:30])[C:5]([CH3:31])=[N:4]1)[CH3:2].[H-].[Na+].I[CH3:35]. Given the product [CH2:1]([N:3]1[CH:7]=[C:6]([N:8]2[C:20]3[C:19]4[CH:18]=[C:17]([C:21]5[CH:22]=[N:23][C:24]([CH2:27][O:28][CH3:35])=[CH:25][CH:26]=5)[CH:16]=[CH:15][C:14]=4[N:13]=[CH:12][C:11]=3[N:10]([CH3:29])[C:9]2=[O:30])[C:5]([CH3:31])=[N:4]1)[CH3:2], predict the reactants needed to synthesize it.